From a dataset of Full USPTO retrosynthesis dataset with 1.9M reactions from patents (1976-2016). Predict the reactants needed to synthesize the given product. (1) Given the product [OH:2][C:3]1[CH:4]=[C:5]2[C:10](=[CH:11][CH:12]=1)[N:9]([C:13](=[O:15])[CH3:14])[C@@H:8]([CH3:16])[C@H:7]([CH3:17])[C@H:6]2[NH:18][C:19]1[CH:20]=[CH:21][CH:22]=[CH:23][CH:24]=1, predict the reactants needed to synthesize it. The reactants are: C[O:2][C:3]1[CH:4]=[C:5]2[C:10](=[CH:11][CH:12]=1)[N:9]([C:13](=[O:15])[CH3:14])[C@@H:8]([CH3:16])[C@H:7]([CH3:17])[C@H:6]2[NH:18][C:19]1[CH:24]=[CH:23][CH:22]=[CH:21][CH:20]=1.B(Br)(Br)Br.ClCCl.CO. (2) The reactants are: [NH2:1][C:2]1[CH:3]=[N:4][CH:5]=[CH:6][C:7]=1[CH:8]1[CH2:24][CH:12]2[N:13]([C:17]([O:19][C:20]([CH3:23])([CH3:22])[CH3:21])=[O:18])[C:14](=[O:16])[O:15][CH:11]2[CH:10]([CH3:25])[CH2:9]1.[Br:26][C:27]1[N:32]=[C:31]([C:33](O)=[O:34])[CH:30]=[CH:29][C:28]=1[F:36]. Given the product [Br:26][C:27]1[N:32]=[C:31]([C:33]([NH:1][C:2]2[CH:3]=[N:4][CH:5]=[CH:6][C:7]=2[CH:8]2[CH2:24][CH:12]3[N:13]([C:17]([O:19][C:20]([CH3:21])([CH3:23])[CH3:22])=[O:18])[C:14](=[O:16])[O:15][CH:11]3[CH:10]([CH3:25])[CH2:9]2)=[O:34])[CH:30]=[CH:29][C:28]=1[F:36], predict the reactants needed to synthesize it. (3) The reactants are: [NH:1]1[CH:5]=[CH:4][N:3]=[C:2]1[CH2:6][N:7]([CH2:14][C:15]1[CH:37]=[CH:36][C:18]([C:19]([NH:21][C:22]2[CH:27]=[CH:26][C:25]([CH2:28][N:29]([CH2:33][CH2:34][CH3:35])[CH2:30][CH2:31][CH3:32])=[CH:24][CH:23]=2)=[O:20])=[CH:17][CH:16]=1)[CH2:8][C:9]1[NH:10][CH:11]=[CH:12][N:13]=1.C(N([CH2:43][CH3:44])CC)C.[C:45]1([CH3:55])[CH:50]=[CH:49][C:48]([S:51](Cl)(=[O:53])=[O:52])=[CH:47][CH:46]=1. Given the product [C:43]1([CH3:44])[CH:50]=[CH:49][C:48]([S:51]([N:1]2[CH:5]=[CH:4][N:3]=[C:2]2[CH2:6][N:7]([CH2:14][C:15]2[CH:37]=[CH:36][C:18]([C:19]([NH:21][C:22]3[CH:23]=[CH:24][C:25]([CH2:28][N:29]([CH2:33][CH2:34][CH3:35])[CH2:30][CH2:31][CH3:32])=[CH:26][CH:27]=3)=[O:20])=[CH:17][CH:16]=2)[CH2:8][C:9]2[N:13]([S:51]([C:48]3[CH:49]=[CH:50][C:45]([CH3:55])=[CH:46][CH:47]=3)(=[O:53])=[O:52])[CH:12]=[CH:11][N:10]=2)(=[O:53])=[O:52])=[CH:47][CH:46]=1, predict the reactants needed to synthesize it. (4) The reactants are: [CH3:1][O:2][CH2:3][CH2:4][O:5][CH2:6][C:7]1[N:12]=[CH:11][C:10]([O:13][C:14]2[CH:15]=[C:16]3[C:20](=[C:21]([O:23][CH:24]4[CH2:29][CH2:28][O:27][CH2:26][CH2:25]4)[CH:22]=2)[NH:19][C:18]([C:30]2[S:31][CH:32]([CH2:35][C:36](O)=[O:37])[CH2:33][N:34]=2)=[CH:17]3)=[CH:9][CH:8]=1.O.O[N:41]1[C:45]2C=CC=CC=2N=N1.Cl.C(N=C=NCCCN(C)C)C.Cl.CN. Given the product [CH3:1][O:2][CH2:3][CH2:4][O:5][CH2:6][C:7]1[N:12]=[CH:11][C:10]([O:13][C:14]2[CH:15]=[C:16]3[C:20](=[C:21]([O:23][CH:24]4[CH2:29][CH2:28][O:27][CH2:26][CH2:25]4)[CH:22]=2)[NH:19][C:18]([C:30]2[S:31][CH:32]([CH2:35][C:36]([NH:41][CH3:45])=[O:37])[CH2:33][N:34]=2)=[CH:17]3)=[CH:9][CH:8]=1, predict the reactants needed to synthesize it. (5) Given the product [F:37][C:36]([F:39])([F:38])[S:33]([O:23][C:17]1[CH:16]=[C:15]2[C:20]([CH:21]=[CH:22][N:13]([C:8]3[CH:7]=[C:6]([C:5]([NH:4][CH:1]4[CH2:3][CH2:2]4)=[O:25])[CH:11]=[CH:10][C:9]=3[CH3:12])[C:14]2=[O:24])=[CH:19][CH:18]=1)(=[O:35])=[O:34], predict the reactants needed to synthesize it. The reactants are: [CH:1]1([NH:4][C:5](=[O:25])[C:6]2[CH:11]=[CH:10][C:9]([CH3:12])=[C:8]([N:13]3[CH:22]=[CH:21][C:20]4[C:15](=[CH:16][C:17]([OH:23])=[CH:18][CH:19]=4)[C:14]3=[O:24])[CH:7]=2)[CH2:3][CH2:2]1.C1(N[S:33]([C:36]([F:39])([F:38])[F:37])(=[O:35])=[O:34])C=CC=CC=1.C(=O)([O-])[O-].[K+].[K+]. (6) Given the product [NH2:59][O:58][CH2:57][CH2:56][O:55][CH2:54][CH2:53][O:52][CH2:51][CH2:50][O:49][CH2:48][CH2:47][O:46][CH2:45][CH2:44][O:43][CH2:42][CH2:41][O:40][CH2:39][CH2:38][O:37][CH2:36][CH2:35][O:34][CH2:33][CH2:32][O:31][CH2:30][CH2:29][O:28][CH2:27][CH2:26][O:25][CH2:24][CH2:23][NH:22][C:21](=[O:67])[CH2:20][CH2:19][CH2:18][CH2:17][CH2:16][N:11]1[C:10](=[O:9])[CH:14]=[CH:13][C:12]1=[O:15], predict the reactants needed to synthesize it. The reactants are: C(O)(C(F)(F)F)=O.O.[O:9]=[C:10]1[CH:14]=[CH:13][C:12](=[O:15])[N:11]1[CH2:16][CH2:17][CH2:18][CH2:19][CH2:20][C:21](=[O:67])[NH:22][CH2:23][CH2:24][O:25][CH2:26][CH2:27][O:28][CH2:29][CH2:30][O:31][CH2:32][CH2:33][O:34][CH2:35][CH2:36][O:37][CH2:38][CH2:39][O:40][CH2:41][CH2:42][O:43][CH2:44][CH2:45][O:46][CH2:47][CH2:48][O:49][CH2:50][CH2:51][O:52][CH2:53][CH2:54][O:55][CH2:56][CH2:57][O:58][NH:59]C(=O)OC(C)(C)C. (7) The reactants are: [OH:1][CH2:2][CH2:3][NH:4][CH2:5][CH2:6][N:7]1[C:15]2[C:10](=[CH:11][C:12]([O:16][CH3:17])=[CH:13][CH:14]=2)[C:9]([CH:18]=O)=[C:8]1[C:20]1[C:21]([CH3:27])=[N:22][N:23]([CH3:26])[C:24]=1[CH3:25].[CH3:28][NH:29][C:30]([NH:32][C:33]1[CH:34]=[CH:35][C:36]2[O:40][CH2:39][C:38](=[O:41])[C:37]=2[CH:42]=1)=[O:31].C([O-])([O-])=O.[Na+].[Na+]. Given the product [OH:1][CH2:2][CH2:3][NH:4][CH2:5][CH2:6][N:7]1[C:15]2[C:10](=[CH:11][C:12]([O:16][CH3:17])=[CH:13][CH:14]=2)[C:9](/[CH:18]=[C:39]2\[O:40][C:36]3[CH:35]=[CH:34][C:33]([NH:32][C:30]([NH:29][CH3:28])=[O:31])=[CH:42][C:37]=3[C:38]\2=[O:41])=[C:8]1[C:20]1[C:21]([CH3:27])=[N:22][N:23]([CH3:26])[C:24]=1[CH3:25], predict the reactants needed to synthesize it.